From a dataset of Reaction yield outcomes from USPTO patents with 853,638 reactions. Predict the reaction yield, written as a fraction of the theoretical maximum amount of product (1.0 means a 100% yield; for example, 0.34 means a 34% yield). (1) The reactants are N(C(OCC)=O)=NC(OCC)=O.[Cl:13][C:14]1[C:23]2[C:18](=[CH:19][C:20]([OH:26])=[C:21]([C:24]#[N:25])[CH:22]=2)[N:17]=[CH:16][CH:15]=1.[N:27]1([CH2:32][CH2:33]O)[CH:31]=[CH:30][N:29]=[N:28]1.C1(P(C2C=CC=CC=2)C2C=CC=CC=2)C=CC=CC=1. The catalyst is C(Cl)Cl. The product is [Cl:13][C:14]1[C:23]2[C:18](=[CH:19][C:20]([O:26][CH2:33][CH2:32][N:27]3[CH:31]=[CH:30][N:29]=[N:28]3)=[C:21]([C:24]#[N:25])[CH:22]=2)[N:17]=[CH:16][CH:15]=1. The yield is 0.320. (2) The reactants are [CH3:1][O:2][C:3](=[O:32])[CH:4]([NH:15][CH2:16][C:17]([O:24][C:25]1[CH:30]=[CH:29][CH:28]=[CH:27][C:26]=1[Cl:31])=[CH:18][C:19]([O:21]CC)=O)[CH2:5][CH:6]([C:11]([F:14])([F:13])[F:12])[C:7]([F:10])([F:9])[F:8]. The catalyst is C(#N)C. The product is [CH3:1][O:2][C:3](=[O:32])[CH:4]([N:15]1[CH2:16][C:17]([O:24][C:25]2[CH:30]=[CH:29][CH:28]=[CH:27][C:26]=2[Cl:31])=[CH:18][C:19]1=[O:21])[CH2:5][CH:6]([C:11]([F:12])([F:13])[F:14])[C:7]([F:10])([F:9])[F:8]. The yield is 0.0700. (3) The reactants are [CH3:1][O:2][C:3]([C:5]1([C:8]2[CH:13]=[CH:12][C:11]([OH:14])=[C:10]([N+:15]([O-])=O)[CH:9]=2)[CH2:7][CH2:6]1)=[O:4]. The catalyst is CO.[Ni]. The product is [CH3:1][O:2][C:3]([C:5]1([C:8]2[CH:13]=[CH:12][C:11]([OH:14])=[C:10]([NH2:15])[CH:9]=2)[CH2:7][CH2:6]1)=[O:4]. The yield is 0.740.